From a dataset of Forward reaction prediction with 1.9M reactions from USPTO patents (1976-2016). Predict the product of the given reaction. (1) Given the reactants [C:1]1([CH2:7][SH:8])[CH:6]=[CH:5][CH:4]=[CH:3][CH:2]=1.C(=O)([O-])[O-].[K+].[K+].Cl[C:16]1[C:21]([C:22]([F:25])([F:24])[F:23])=[CH:20][C:19]([N+:26]([O-:28])=[O:27])=[CH:18][N:17]=1, predict the reaction product. The product is: [CH2:7]([S:8][C:16]1[C:21]([C:22]([F:24])([F:25])[F:23])=[CH:20][C:19]([N+:26]([O-:28])=[O:27])=[CH:18][N:17]=1)[C:1]1[CH:6]=[CH:5][CH:4]=[CH:3][CH:2]=1. (2) The product is: [Cl:1][C:2]1[N:11]=[C:10]([C:20]2[CH:21]=[CH:22][CH:23]=[CH:24][N:19]=2)[C:9]2[C:4](=[CH:5][CH:6]=[C:7]([C:13]3[O:14][CH:15]=[CH:16][CH:17]=3)[CH:8]=2)[N:3]=1. Given the reactants [Cl:1][C:2]1[N:11]=[C:10](Cl)[C:9]2[C:4](=[CH:5][CH:6]=[C:7]([C:13]3[O:14][CH:15]=[CH:16][CH:17]=3)[CH:8]=2)[N:3]=1.[Br-].[N:19]1[CH:24]=[CH:23][CH:22]=[CH:21][C:20]=1[Zn+].[NH4+].[Cl-].[Na+].[Cl-], predict the reaction product. (3) The product is: [Cl:1][C:2]1[N:3]=[C:4]([N:18]2[CH2:19][CH2:20][O:21][CH2:22][CH2:23]2)[C:5]2[CH:10]=[C:9]([CH2:11][N:12]3[CH2:17][CH2:16][N:15]([S:29]([C:25]4[S:24][CH:28]=[CH:27][CH:26]=4)(=[O:31])=[O:30])[CH2:14][CH2:13]3)[S:8][C:6]=2[N:7]=1. Given the reactants [Cl:1][C:2]1[N:3]=[C:4]([N:18]2[CH2:23][CH2:22][O:21][CH2:20][CH2:19]2)[C:5]2[CH:10]=[C:9]([CH2:11][N:12]3[CH2:17][CH2:16][NH:15][CH2:14][CH2:13]3)[S:8][C:6]=2[N:7]=1.[S:24]1[CH:28]=[CH:27][CH:26]=[C:25]1[S:29](Cl)(=[O:31])=[O:30], predict the reaction product.